This data is from Experimentally validated miRNA-target interactions with 360,000+ pairs, plus equal number of negative samples. The task is: Binary Classification. Given a miRNA mature sequence and a target amino acid sequence, predict their likelihood of interaction. (1) The miRNA is hsa-miR-3945 with sequence AGGGCAUAGGAGAGGGUUGAUAU. The protein sequence of the target gene is MLRRLDKIRFRGHKRDDFLDLAESPNASDTECSDEIPLKVPRTSPRDSEELRDPAGPGTLIMATGVQDFNRTEFDRLNEIKGHLEIALLEKHFLQEELRKLREETNAEMLRQELDRERQRRMELEQKVQEVLKARTEEQMAQQPPKGQAQASNGAERRSQGLSSRLQKWFYERFGEYVEDFRFQPEENTVETEEPLSARRLTENMRRLKRGAKPVTNFVKNLSALSDWYSVYTSAIAFTVYMNAVWHGWAIPLFLFLAILRLSLNYLIARGWRIQWSIVPEVSEPVEPPKEDLTVSEKFQ.... Result: 0 (no interaction). (2) The miRNA is hsa-miR-557 with sequence GUUUGCACGGGUGGGCCUUGUCU. The protein sequence of the target gene is MLLTVYCVRRDLSEVTFSLQVDADFELHNFRALCELESGIPAAESQIVYAERPLTDNHRSLASYGLKDGDVVILRQKENADPRPAVQFSNLPRIDFSSIAVPGTSNPQQRQLPRTQAQHSSPGEMASSPQGLDNPALLRDMLLANPHELSLLKERNPPLAEALLSGDLEKFSRVLVEQQQDRARREQERIRLFSADPFDLEAQAKIEEDIRQQNIEENMTIAMEEAPESFGQVAMLYINCRVNGHPVKAFVDSGAQMTIMSQACAERCNIMRLVDRRWAGIAKGVGTQKIIGRVHLAQVQ.... Result: 0 (no interaction).